This data is from Full USPTO retrosynthesis dataset with 1.9M reactions from patents (1976-2016). The task is: Predict the reactants needed to synthesize the given product. (1) Given the product [Br:1][C:2]1[CH:11]=[CH:10][C:9]2[N:8]=[CH:7][C:6]3[N:12]([C:34](=[O:43])/[CH:35]=[CH:36]/[C:37]4[CH:42]=[CH:41][CH:40]=[CH:39][CH:38]=4)[C:13](=[O:26])[N:14]([C:15]4[CH:20]=[CH:19][C:18]([C:21]([CH3:24])([CH3:25])[C:22]#[N:23])=[CH:17][CH:16]=4)[C:5]=3[C:4]=2[CH:3]=1, predict the reactants needed to synthesize it. The reactants are: [Br:1][C:2]1[CH:11]=[CH:10][C:9]2[N:8]=[CH:7][C:6]3[NH:12][C:13](=[O:26])[N:14]([C:15]4[CH:20]=[CH:19][C:18]([C:21]([CH3:25])([CH3:24])[C:22]#[N:23])=[CH:17][CH:16]=4)[C:5]=3[C:4]=2[CH:3]=1.C(N(CC)CC)C.[C:34](Cl)(=[O:43])[CH:35]=[CH:36][C:37]1[CH:42]=[CH:41][CH:40]=[CH:39][CH:38]=1.O. (2) Given the product [CH3:20][C:21]1([CH3:34])[C@H:25]2[CH2:26][CH2:27][C@:22]1([CH2:29][S:30]([OH:33])(=[O:32])=[O:31])[C:23](=[O:28])[CH2:24]2.[Br:2][C:3]1[CH:4]=[C:5]2[C:9](=[CH:10][CH:11]=1)[CH2:8][C@H:7]([NH2:12])[CH2:6]2, predict the reactants needed to synthesize it. The reactants are: Br.[Br:2][C:3]1[CH:4]=[C:5]2[C:9](=[CH:10][CH:11]=1)[CH2:8][CH:7]([NH2:12])[CH2:6]2.CN1CCOCC1.[CH3:20][C:21]1([CH3:34])[C@H:25]2[CH2:26][CH2:27][C@:22]1([CH2:29][S:30]([OH:33])(=[O:32])=[O:31])[C:23](=[O:28])[CH2:24]2.